Dataset: Catalyst prediction with 721,799 reactions and 888 catalyst types from USPTO. Task: Predict which catalyst facilitates the given reaction. (1) Reactant: FC(F)(F)S(O[C:7]1[C:12]([C:13]2[CH:18]=[CH:17][CH:16]=[CH:15][CH:14]=2)=[CH:11][C:10]([C:19]#[N:20])=[CH:9][N:8]=1)(=O)=O.[CH:23]([C:25]1[CH:30]=[CH:29][C:28](B(O)O)=[CH:27][CH:26]=1)=[O:24].C([O-])([O-])=O.[Cs+].[Cs+].O.C1COCC1. Product: [CH:23]([C:25]1[CH:30]=[CH:29][C:28]([C:7]2[C:12]([C:13]3[CH:18]=[CH:17][CH:16]=[CH:15][CH:14]=3)=[CH:11][C:10]([C:19]#[N:20])=[CH:9][N:8]=2)=[CH:27][CH:26]=1)=[O:24]. The catalyst class is: 2. (2) Reactant: [C:1]1([C:7]2[N:8]=[C:9]([C:16]([NH2:18])=[O:17])[C:10]3[NH:15][CH:14]=[CH:13][C:11]=3[N:12]=2)[CH:6]=[CH:5][CH:4]=[CH:3][CH:2]=1.[CH2:19]([N:26]1[CH2:31][CH2:30][CH2:29][CH2:28][C:27]1=O)[C:20]1[CH:25]=[CH:24][CH:23]=[CH:22][CH:21]=1.C[O-].[Na+]. Product: [C:1]1([C:7]2[N:8]=[C:9]([C:16]([NH2:18])=[O:17])[C:10]3[NH:15][CH:14]=[C:13]([C:29]4[CH2:30][CH2:31][N:26]([CH2:19][C:20]5[CH:25]=[CH:24][CH:23]=[CH:22][CH:21]=5)[CH2:27][CH:28]=4)[C:11]=3[N:12]=2)[CH:2]=[CH:3][CH:4]=[CH:5][CH:6]=1. The catalyst class is: 5. (3) Reactant: P(Cl)(Cl)(Cl)=O.O1[C:10]2([CH2:15][CH2:14][CH:13]([O:16][C:17]3[CH:18]=[C:19]4[C:24](=[CH:25][C:26]=3[O:27][CH3:28])[N:23]=[CH:22][NH:21][C:20]4=O)[CH2:12][CH2:11]2)[O:9]CC1.C(N(CC)CC)C.[Cl:37][C:38]1[C:39]([F:45])=[C:40]([CH:42]=[CH:43][CH:44]=1)[NH2:41]. Product: [Cl:37][C:38]1[C:39]([F:45])=[C:40]([NH:41][C:20]2[C:19]3[C:24](=[CH:25][C:26]([O:27][CH3:28])=[C:17]([O:16][CH:13]4[CH2:12][CH2:11][C:10](=[O:9])[CH2:15][CH2:14]4)[CH:18]=3)[N:23]=[CH:22][N:21]=2)[CH:42]=[CH:43][CH:44]=1. The catalyst class is: 10. (4) Reactant: [C:1]([NH:5][C:6]1[N:7]=[C:8](Cl)[CH:9]=[C:10]2[C:15]=1[C:14](=[O:16])[N:13]([CH2:17][CH:18]([OH:21])[CH2:19][OH:20])[CH:12]=[CH:11]2)([CH3:4])([CH3:3])[CH3:2].[NH2:23][C:24]1[CH:29]=[N:28][CH:27]=[CH:26][N:25]=1.CC1(C)C2C(=C(P(C3C=CC=CC=3)C3C=CC=CC=3)C=CC=2)OC2C(P(C3C=CC=CC=3)C3C=CC=CC=3)=CC=CC1=2.C([O-])([O-])=O.[Cs+].[Cs+]. Product: [C:1]([NH:5][C:6]1[N:7]=[C:8]([NH:23][C:24]2[CH:29]=[N:28][CH:27]=[CH:26][N:25]=2)[CH:9]=[C:10]2[C:15]=1[C:14](=[O:16])[N:13]([CH2:17][CH:18]([OH:21])[CH2:19][OH:20])[CH:12]=[CH:11]2)([CH3:4])([CH3:3])[CH3:2]. The catalyst class is: 12.